Dataset: NCI-60 drug combinations with 297,098 pairs across 59 cell lines. Task: Regression. Given two drug SMILES strings and cell line genomic features, predict the synergy score measuring deviation from expected non-interaction effect. (1) Drug 1: C1=NC2=C(N=C(N=C2N1C3C(C(C(O3)CO)O)O)F)N. Drug 2: CC1CCC2CC(C(=CC=CC=CC(CC(C(=O)C(C(C(=CC(C(=O)CC(OC(=O)C3CCCCN3C(=O)C(=O)C1(O2)O)C(C)CC4CCC(C(C4)OC)O)C)C)O)OC)C)C)C)OC. Cell line: OVCAR-8. Synergy scores: CSS=14.7, Synergy_ZIP=-1.61, Synergy_Bliss=5.13, Synergy_Loewe=-6.71, Synergy_HSA=2.39. (2) Drug 1: C1=NC2=C(N=C(N=C2N1C3C(C(C(O3)CO)O)O)F)N. Drug 2: C1=CC=C(C=C1)NC(=O)CCCCCCC(=O)NO. Cell line: HCC-2998. Synergy scores: CSS=20.8, Synergy_ZIP=6.33, Synergy_Bliss=7.64, Synergy_Loewe=3.39, Synergy_HSA=7.47. (3) Drug 1: CC(C)NC(=O)C1=CC=C(C=C1)CNNC.Cl. Drug 2: C1CNP(=O)(OC1)N(CCCl)CCCl. Cell line: SW-620. Synergy scores: CSS=-3.11, Synergy_ZIP=3.09, Synergy_Bliss=4.98, Synergy_Loewe=-0.0790, Synergy_HSA=0.389. (4) Drug 1: C1=C(C(=O)NC(=O)N1)F. Drug 2: C#CCC(CC1=CN=C2C(=N1)C(=NC(=N2)N)N)C3=CC=C(C=C3)C(=O)NC(CCC(=O)O)C(=O)O. Cell line: RXF 393. Synergy scores: CSS=30.9, Synergy_ZIP=-9.70, Synergy_Bliss=-1.22, Synergy_Loewe=-1.54, Synergy_HSA=-1.31. (5) Drug 1: C1=C(C(=O)NC(=O)N1)F. Drug 2: CC1CCC2CC(C(=CC=CC=CC(CC(C(=O)C(C(C(=CC(C(=O)CC(OC(=O)C3CCCCN3C(=O)C(=O)C1(O2)O)C(C)CC4CCC(C(C4)OC)OCCO)C)C)O)OC)C)C)C)OC. Cell line: HL-60(TB). Synergy scores: CSS=46.4, Synergy_ZIP=-11.3, Synergy_Bliss=-18.9, Synergy_Loewe=-16.7, Synergy_HSA=-16.8.